The task is: Predict the product of the given reaction.. This data is from Forward reaction prediction with 1.9M reactions from USPTO patents (1976-2016). (1) Given the reactants [C:1]([O:5][C:6]([N:8]1[C:17]2[C:12](=[CH:13][CH:14]=[C:15]([CH:18]([CH2:23][CH2:24][CH2:25][CH2:26][CH3:27])[CH:19]=[C:20](Br)Br)[CH:16]=2)[C:11]([CH3:29])([CH3:28])[CH2:10][CH2:9]1)=[O:7])([CH3:4])([CH3:3])[CH3:2].C([Li])CCC, predict the reaction product. The product is: [C:1]([O:5][C:6]([N:8]1[C:17]2[C:12](=[CH:13][CH:14]=[C:15]([CH:18]([CH2:23][CH2:24][CH2:25][CH2:26][CH3:27])[C:19]#[CH:20])[CH:16]=2)[C:11]([CH3:28])([CH3:29])[CH2:10][CH2:9]1)=[O:7])([CH3:4])([CH3:3])[CH3:2]. (2) Given the reactants Br[C:2]1[S:3][C:4]([NH:32]C(=O)OC(C)(C)C)=[C:5]([C:7](=[O:31])[NH:8][C:9]2[CH:10]=[N:11][N:12]([CH3:30])[C:13]=2[C@@H:14]2[CH2:20][CH2:19][C@@H:18]([NH:21]C(OC(C)(C)C)=O)[C@H:17]([F:29])[CH2:16][O:15]2)[N:6]=1.[CH3:40][N:41]1[C:45]([CH3:46])=[C:44](B(O)O)[CH:43]=[N:42]1, predict the reaction product. The product is: [NH2:32][C:4]1[S:3][C:2]([C:44]2[CH:43]=[N:42][N:41]([CH3:40])[C:45]=2[CH3:46])=[N:6][C:5]=1[C:7]([NH:8][C:9]1[CH:10]=[N:11][N:12]([CH3:30])[C:13]=1[C@@H:14]1[CH2:20][CH2:19][C@@H:18]([NH2:21])[C@H:17]([F:29])[CH2:16][O:15]1)=[O:31]. (3) Given the reactants [H-].[Na+].[NH:3]1[CH:7]=[C:6]([C:8]2[CH:9]=[N:10][CH:11]=[CH:12][CH:13]=2)[N:5]=[CH:4]1.Br[CH2:15][CH2:16][C:17]([O:19][CH3:20])=[O:18], predict the reaction product. The product is: [N:10]1[CH:11]=[CH:12][CH:13]=[C:8]([C:6]2[N:5]=[CH:4][N:3]([CH2:15][CH2:16][C:17]([O:19][CH3:20])=[O:18])[CH:7]=2)[CH:9]=1.